This data is from Peptide-MHC class I binding affinity with 185,985 pairs from IEDB/IMGT. The task is: Regression. Given a peptide amino acid sequence and an MHC pseudo amino acid sequence, predict their binding affinity value. This is MHC class I binding data. (1) The peptide sequence is FEDLRLLSFI. The MHC is HLA-B44:02 with pseudo-sequence HLA-B44:02. The binding affinity (normalized) is 0.362. (2) The peptide sequence is AFHHRAREL. The MHC is HLA-B58:01 with pseudo-sequence HLA-B58:01. The binding affinity (normalized) is 0.